This data is from NCI-60 drug combinations with 297,098 pairs across 59 cell lines. The task is: Regression. Given two drug SMILES strings and cell line genomic features, predict the synergy score measuring deviation from expected non-interaction effect. (1) Drug 1: C#CCC(CC1=CN=C2C(=N1)C(=NC(=N2)N)N)C3=CC=C(C=C3)C(=O)NC(CCC(=O)O)C(=O)O. Drug 2: C1CC(=O)NC(=O)C1N2C(=O)C3=CC=CC=C3C2=O. Cell line: OVCAR-4. Synergy scores: CSS=-5.73, Synergy_ZIP=0.991, Synergy_Bliss=-4.45, Synergy_Loewe=-5.83, Synergy_HSA=-6.31. (2) Drug 2: C1C(C(OC1N2C=NC(=NC2=O)N)CO)O. Synergy scores: CSS=62.9, Synergy_ZIP=-4.24, Synergy_Bliss=-4.97, Synergy_Loewe=-3.26, Synergy_HSA=-0.424. Cell line: MOLT-4. Drug 1: CN(CC1=CN=C2C(=N1)C(=NC(=N2)N)N)C3=CC=C(C=C3)C(=O)NC(CCC(=O)O)C(=O)O. (3) Drug 1: CN(C)N=NC1=C(NC=N1)C(=O)N. Drug 2: C1=C(C(=O)NC(=O)N1)F. Cell line: NCI-H522. Synergy scores: CSS=7.49, Synergy_ZIP=-10.4, Synergy_Bliss=-14.8, Synergy_Loewe=-26.9, Synergy_HSA=-14.5.